The task is: Predict the product of the given reaction.. This data is from Forward reaction prediction with 1.9M reactions from USPTO patents (1976-2016). Given the reactants C([N-]C(C)C)(C)C.[Li+].[CH3:9][C:10]1[S:14][CH:13]=[N:12][CH:11]=1.[CH:15]1([CH2:18]/[C:19](=[N:21]/[S:22]([C:24]([CH3:27])([CH3:26])[CH3:25])=[O:23])/[CH3:20])[CH2:17][CH2:16]1.C[Al](C)C.CCCCCCC, predict the reaction product. The product is: [CH:15]1([CH2:18][C:19]([NH:21][S:22]([C:24]([CH3:25])([CH3:27])[CH3:26])=[O:23])([CH3:20])[C:13]2[S:14][C:10]([CH3:9])=[CH:11][N:12]=2)[CH2:16][CH2:17]1.